This data is from Experimentally validated miRNA-target interactions with 360,000+ pairs, plus equal number of negative samples. The task is: Binary Classification. Given a miRNA mature sequence and a target amino acid sequence, predict their likelihood of interaction. (1) The miRNA is hsa-miR-6741-3p with sequence UCGGCUCUCUCCCUCACCCUAG. The protein sequence of the target gene is MELIQDTSRPPLEYVKGVPLIKYFAEALGPLQSFQARPDDLLINTYPKSGTTWVSQILDMIYQGGDLEKCNRAPIYVRVPFLEVNDPGEPSGLETLKDTPPPRLIKSHLPLALLPQTLLDQKVKVVYVARNPKDVAVSYYHFHRMEKAHPEPGTWDSFLEKFMAGEVSYGSWYQHVQEWWELSRTHPVLYLFYEDMKENPKREIQKILEFVGRSLPEETMDFMVQHTSFKEMKKNPMTNYTTVPQELMDHSISPFMRKGMAGDWKTTFTVAQNERFDADYAEKMAGCSLSFRSEL. Result: 0 (no interaction). (2) The miRNA is mmu-miR-669j with sequence UGCAUAUACUCACAUGCAAACA. The protein sequence of the target gene is MSLWVDKYRPCSLGRLDYHKEQAAQLRNLVQCGDFPHLLVYGPSGAGKKTRIMCILRELYGVGVEKLRIEHQTITTPSKKKIEISTIASNYHLEVNPSDAGNSDRVVIQEMLKTVAQSQQLETNSQRDFKVVLLTEVDKLTKDAQHALRRTMEKYMSTCRLILCCNSTSKVIPPIRSRCLAVRVPAPSIEDICHVLSTVCKKEGLNLPSQLAHRLAEKSCRNLRKALLMCEACRVQQYPFTADQEIPETDWEVYLRETANAIVSQQTPQRLLEVRGRLYELLTHCIPPEIIMKGLLSELL.... Result: 0 (no interaction). (3) The miRNA is hsa-miR-6781-5p with sequence CGGGCCGGAGGUCAAGGGCGU. The protein sequence of the target gene is MTSPQLEWTLQTLLEQLNEDELKSFKSLLWAFPLEDVLQKTPWSEVEEADGKKLAEILVNTSSENWIRNATVNILEEMNLTELCKMAKAEMMEDGQVQEIDNPELGDAEEDSELAKPGEKEGWRNSMEKQSLVWKNTFWQGDIDNFHDDVTLRNQRFIPFLNPRTPRKLTPYTVVLHGPAGVGKTTLAKKCMLDWTDCNLSPTLRYAFYLSCKELSRMGPCSFAELISKDWPELQDDIPSILAQAQRILFVVDGLDELKVPPGALIQDICGDWEKKKPVPVLLGSLLKRKMLPRAALLVT.... Result: 0 (no interaction). (4) The miRNA is hsa-miR-1295b-3p with sequence AAUAGGCCACGGAUCUGGGCAA. The protein sequence of the target gene is MEAQELGSPTPTYHLLPKANQHTVKEDAGSPSQGSPETMQLKKEISLLNGVSLVVGNMIGSGIFVSPKGVLKYTASYGLSLIVWAIGGLFSVVGALCYAELGTTITKSGASYAYILEAFGGFIAFIRLWVSLLIVEPTSQAIIAITFANYIIKPSFPTCDPPYVACRLLAAACVCLLTFVNCAYVKWGTRVQDTFTYAKVLALIAIIIMGLVKLCQGHTEHFQDAFKGSSWNVGDLSLALYSALFSYSGWDTLNFVTEEIKNPERNLPLAIGISMPIVTLIYILTNVAYYTVLNIQDVHK.... Result: 0 (no interaction). (5) The miRNA is hsa-miR-3692-5p with sequence CCUGCUGGUCAGGAGUGGAUACUG. The protein sequence of the target gene is MAFRGWRPPPPPLLLLLLWVTGQAAPVAGLGSDAELQIERRFVPDECPRTVRSGDFVRYHYVGTFPDGQKFDSSYDRDSTFNVFVGKGQLITGMDQALVGMCVNERRFVKIPPKLAYGNEGVSGVIPPNSVLHFDVLLMDIWNSEDQVQIHTYFKPPSCPRTIQVSDFVRYHYNGTFLDGTLFDSSHNRMKTYDTYVGIGWLIPGMDKGLLGMCVGEKRIITIPPFLAYGEDGDGKDIPGQASLVFDVALLDLHNPKDSISIENKVVPENCERISQSGDFLRYHYNGTLLDGTLFDSSYS.... Result: 1 (interaction). (6) The miRNA is hsa-miR-150-5p with sequence UCUCCCAACCCUUGUACCAGUG. The protein sequence of the target gene is MTELRQRVAHEPVAPPEDKESESEAKVDGETASDSESRAESAPLPVSADDTPEVLNRALSNLSSRWKNWWVRGILTLAMIAFFFIIIYLGPMVLMIIVMCVQIKCFHEIITIGYNVYHSYDLPWFRTLSWYFLLCVNYFFYGETVTDYFFTLVQREEPLRILSKYHRFISFTLYLIGFCMFVLSLVKKHYRLQFYMFGWTHVTLLIVVTQSHLVIHNLFEGMIWFIVPISCVICNDIMAYMFGFFFGRTPLIKLSPKKTWEGFIGGFFATVVFGLLLSYVMSGYRCFVCPVEYNNDTNSF.... Result: 1 (interaction). (7) The miRNA is cel-miR-57-5p with sequence UACCCUGUAGAUCGAGCUGUGUGU. The protein sequence of the target gene is MEAGPWRVSAPPSGPPQFPAVVPGPSLEVARAHMLALGPQQLLAQDEEGDTLLHLFAARGLRWAAYAAAEVLQVYRRLDIREHKGKTPLLVAAAANQPLIVEDLLNLGAEPNAADHQGRSVLHVAATYGLPGVLLAVLNSGVQVDLEARDFEGLTPLHTAILALNVAMRPSDLCPRVLSTQARDRLDCVHMLLQMGANHTSQEIKSNKTVLHLAVQAANPTLVQLLLELPRGDLRTFVNMKAHGNTALHMAAALPPGPAQEAIVRHLLAAGADPTLRNLENEQPVHLLRPGPGPEGLRQL.... Result: 0 (no interaction). (8) Result: 1 (interaction). The protein sequence of the target gene is MELDHRTSGGLHAYPGPRGGQVAKPNVILQIGKCRAEMLEHVRRTHRHLLAEVSKQVERELKGLHRSVGKLESNLDGYVPTSDSQRWKKSIKACLCRCQETIANLERWVKREMHVWREVFYRLERWADRLESTGGKYPVGSESARHTVSVGVGGPESYCHEADGYDYTVSPYAITPPPAAGELPGQEPAEAQQYQPWVPGEDGQPSPGVDTQIFEDPREFLSHLEEYLRQVGGSEEYWLSQIQNHMNGPAKKWWEFKQGSVKNWVEFKKEFLQYSEGTLSREAIQRELDLPQKQGEPLDQ.... The miRNA is hsa-miR-4645-5p with sequence ACCAGGCAAGAAAUAUUGU. (9) The miRNA is hsa-miR-10a-5p with sequence UACCCUGUAGAUCCGAAUUUGUG. The protein sequence of the target gene is MAQETNQTPGPMLCSTGCGFYGNPRTNGMCSVCYKEHLQRQQNSGRMSPMGTASGSNSPTSDSASVQRADTSLNNCEGAAGSTSEKSRNVPVAALPVTQQMTEMSISREDKITTPKTEVSEPVVTQPSPSVSQPSTSQSEEKAPELPKPKKNRCFMCRKKVGLTGFDCRCGNLFCGLHRYSDKHNCPYDYKAEAAAKIRKENPVVVAEKIQRI. Result: 1 (interaction).